This data is from Full USPTO retrosynthesis dataset with 1.9M reactions from patents (1976-2016). The task is: Predict the reactants needed to synthesize the given product. (1) Given the product [CH3:8][N:7]1[C:3]([CH2:2][N:13]2[C:9](=[O:19])[C:10]3[C:11](=[CH:15][CH:16]=[CH:17][CH:18]=3)[C:12]2=[O:14])=[N:4][N:5]=[N:6]1, predict the reactants needed to synthesize it. The reactants are: Cl[CH2:2][C:3]1[N:7]([CH3:8])[N:6]=[N:5][N:4]=1.[C:9]1(=[O:19])[NH:13][C:12](=[O:14])[C:11]2=[CH:15][CH:16]=[CH:17][CH:18]=[C:10]12.[K].[I-].[Na+].O. (2) Given the product [Cl:1][C:2]1[CH:7]=[CH:6][C:5]([C:8]2[N:17]=[C:16]([C:18]([N:27]3[CH2:26][CH2:25][C:24]4[C:29](=[CH:30][CH:31]=[C:32]([N:33]([CH3:35])[CH3:34])[C:23]=4[OH:22])[CH2:28]3)=[O:20])[C:15]3[C:10](=[CH:11][CH:12]=[CH:13][CH:14]=3)[N:9]=2)=[CH:4][CH:3]=1, predict the reactants needed to synthesize it. The reactants are: [Cl:1][C:2]1[CH:7]=[CH:6][C:5]([C:8]2[N:17]=[C:16]([C:18]([OH:20])=O)[C:15]3[C:10](=[CH:11][CH:12]=[CH:13][CH:14]=3)[N:9]=2)=[CH:4][CH:3]=1.Cl.[OH:22][C:23]1[C:32]([N:33]([CH3:35])[CH3:34])=[CH:31][CH:30]=[C:29]2[C:24]=1[CH2:25][CH2:26][NH:27][CH2:28]2. (3) Given the product [F:1][C:2]1[CH:3]=[C:4]2[C:5](=[CH:6][CH:7]=1)[N:8]([C:9]1[CH:14]=[CH:13][CH:12]=[CH:11][CH:10]=1)[C:24](=[O:23])[C:25]([N:8]1[CH2:30][CH2:29][NH:15][CH2:4][CH2:5]1)=[N:15]2, predict the reactants needed to synthesize it. The reactants are: [F:1][C:2]1[CH:3]=[C:4]([NH2:15])[C:5]([NH:8][C:9]2[CH:14]=[CH:13][CH:12]=[CH:11][CH:10]=2)=[CH:6][CH:7]=1.C([O:23][CH2:24][CH3:25])(=O)C(OCC)=O.CCO[CH2:29][CH3:30]. (4) Given the product [CH2:1]([O:3][C:4]([C@@:6]1([NH:11][C:12](=[O:48])[C@@H:13]2[CH2:17][C@@H:16]([O:18][C:19]3[C:28]4[C:23](=[CH:24][C:25]([O:29][CH3:30])=[CH:26][CH:27]=4)[N:22]=[C:21]([C:31]4[CH:32]=[CH:33][CH:34]=[CH:35][CH:36]=4)[CH:20]=3)[CH2:15][N:14]2[C:37]([NH:39][NH2:40])=[O:38])[CH2:8][C@H:7]1[CH:9]=[CH2:10])=[O:5])[CH3:2], predict the reactants needed to synthesize it. The reactants are: [CH2:1]([O:3][C:4]([C@@:6]1([NH:11][C:12](=[O:48])[C@@H:13]2[CH2:17][C@@H:16]([O:18][C:19]3[C:28]4[C:23](=[CH:24][C:25]([O:29][CH3:30])=[CH:26][CH:27]=4)[N:22]=[C:21]([C:31]4[CH:36]=[CH:35][CH:34]=[CH:33][CH:32]=4)[CH:20]=3)[CH2:15][N:14]2[C:37]([NH:39][NH:40]C(OC(C)(C)C)=O)=[O:38])[CH2:8][C@H:7]1[CH:9]=[CH2:10])=[O:5])[CH3:2].C1(C)C=CC=CC=1. (5) Given the product [Cl:5][CH2:4][C@H:6]([OH:8])[CH2:7][O:15][C:9]1[CH:14]=[CH:13][CH:12]=[CH:11][CH:10]=1, predict the reactants needed to synthesize it. The reactants are: ClCCl.[CH2:4]([C@@H:6]1[O:8][CH2:7]1)[Cl:5].[C:9]1([OH:15])[CH:14]=[CH:13][CH:12]=[CH:11][CH:10]=1. (6) The reactants are: I[C:2]1[CH:16]=[CH:15][C:5]([CH2:6][N:7]2[CH2:12][CH2:11][C:10]([CH3:14])([OH:13])[CH2:9][CH2:8]2)=[CH:4][CH:3]=1.[Cl:17][C:18]1[CH:23]=[CH:22][C:21]([C:24]2[CH:29]=[CH:28][C:27]([NH:30][C:31](=[O:34])[C:32]#[CH:33])=[CH:26][CH:25]=2)=[CH:20][CH:19]=1. Given the product [Cl:17][C:18]1[CH:19]=[CH:20][C:21]([C:24]2[CH:29]=[CH:28][C:27]([NH:30][C:31](=[O:34])[C:32]#[C:33][C:2]3[CH:16]=[CH:15][C:5]([CH2:6][N:7]4[CH2:12][CH2:11][C:10]([OH:13])([CH3:14])[CH2:9][CH2:8]4)=[CH:4][CH:3]=3)=[CH:26][CH:25]=2)=[CH:22][CH:23]=1, predict the reactants needed to synthesize it.